Dataset: Forward reaction prediction with 1.9M reactions from USPTO patents (1976-2016). Task: Predict the product of the given reaction. (1) Given the reactants [F:1][C:2]([F:17])([F:16])[C:3]1[CH:8]=[CH:7][C:6]([C:9]([F:12])([F:11])[F:10])=[CH:5][C:4]=1[C@H:13]([NH2:15])[CH3:14].C([O:22][C:23]([C:25]1[CH:30]=[CH:29][CH:28]=[CH:27][C:26]=1[C:31]1[CH:36]=[CH:35][C:34]([CH2:37][N:38]2[C:46]3[C:41](=[CH:42][C:43]([C:47](O)=[O:48])=[CH:44][CH:45]=3)[C:40]([CH3:50])=[C:39]2[CH3:51])=[CH:33][CH:32]=1)=[O:24])(C)(C)C, predict the reaction product. The product is: [F:1][C:2]([F:16])([F:17])[C:3]1[CH:8]=[CH:7][C:6]([C:9]([F:10])([F:11])[F:12])=[CH:5][C:4]=1[C@H:13]([NH:15][C:47]([C:43]1[CH:42]=[C:41]2[C:46](=[CH:45][CH:44]=1)[N:38]([CH2:37][C:34]1[CH:33]=[CH:32][C:31]([C:26]3[C:25]([C:23]([OH:24])=[O:22])=[CH:30][CH:29]=[CH:28][CH:27]=3)=[CH:36][CH:35]=1)[C:39]([CH3:51])=[C:40]2[CH3:50])=[O:48])[CH3:14]. (2) The product is: [NH2:1][C:2]1[N:7]=[C:6]([C:8]2[CH:16]=[CH:15][C:11]3[O:12][CH2:13][O:14][C:10]=3[CH:9]=2)[C:5]([C:17]#[N:18])=[C:4]([O:30][CH2:23][C:24]2[CH:29]=[CH:28][CH:27]=[CH:26][CH:25]=2)[N:3]=1. Given the reactants [NH2:1][C:2]1[N:7]=[C:6]([C:8]2[CH:16]=[CH:15][C:11]3[O:12][CH2:13][O:14][C:10]=3[CH:9]=2)[C:5]([C:17]#[N:18])=[C:4](S(C)(=O)=O)[N:3]=1.[CH2:23]([OH:30])[C:24]1[CH:29]=[CH:28][CH:27]=[CH:26][CH:25]=1.C1CCN2C(=NCCC2)CC1, predict the reaction product. (3) The product is: [CH:1]1([C:4]2[C:14]3[CH2:13][CH2:12][N:11]([C:15]([O:17][C:18]([CH3:21])([CH3:20])[CH3:19])=[O:16])[CH2:10][CH2:9][C:8]=3[CH:7]=[C:6]3[O:22][CH2:23][CH2:24][N:25]([CH2:26][CH:27]([O:31][C:34]4[CH:35]=[CH:36][CH:37]=[CH:38][C:33]=4[F:32])[CH2:28][O:29][CH3:30])[C:5]=23)[CH2:2][CH2:3]1. Given the reactants [CH:1]1([C:4]2[C:14]3[CH2:13][CH2:12][N:11]([C:15]([O:17][C:18]([CH3:21])([CH3:20])[CH3:19])=[O:16])[CH2:10][CH2:9][C:8]=3[CH:7]=[C:6]3[O:22][CH2:23][CH2:24][N:25]([CH2:26][CH:27]([OH:31])[CH2:28][O:29][CH3:30])[C:5]=23)[CH2:3][CH2:2]1.[F:32][C:33]1[CH:38]=[CH:37][CH:36]=[CH:35][C:34]=1O.C(C=P(CCCC)(CCCC)CCCC)#N, predict the reaction product. (4) Given the reactants [CH3:1][C:2]1([CH3:27])[CH2:11][CH2:10][C:9]([CH3:13])([CH3:12])[C:8]2[CH:7]=[C:6]([C:14]([NH:16][C:17]3[CH:26]=[CH:25][C:20]([C:21](OC)=[O:22])=[CH:19][CH:18]=3)=[O:15])[CH:5]=[CH:4][C:3]1=2.[NH2:28][OH:29], predict the reaction product. The product is: [OH:29][NH:28][C:21]([C:20]1[CH:19]=[CH:18][C:17]([NH:16][C:14]([C:6]2[CH:5]=[CH:4][C:3]3[C:2]([CH3:27])([CH3:1])[CH2:11][CH2:10][C:9]([CH3:13])([CH3:12])[C:8]=3[CH:7]=2)=[O:15])=[CH:26][CH:25]=1)=[O:22].